Task: Predict the product of the given reaction.. Dataset: Forward reaction prediction with 1.9M reactions from USPTO patents (1976-2016) (1) Given the reactants [CH:1]([N:4]([P:8]([N:10]([CH:14]([CH3:16])[CH3:15])[CH:11]([CH3:13])[CH3:12])Cl)[CH:5]([CH3:7])[CH3:6])([CH3:3])[CH3:2].C(N(CC)CC)C.[CH3:24][CH:25]([OH:27])[CH3:26], predict the reaction product. The product is: [CH:25]([O:27][P:8]([N:10]([CH:14]([CH3:16])[CH3:15])[CH:11]([CH3:13])[CH3:12])[N:4]([CH:5]([CH3:7])[CH3:6])[CH:1]([CH3:3])[CH3:2])([CH3:26])[CH3:24]. (2) Given the reactants [NH2:1][C:2]1[N:6]([C:7]2[C:8]([F:43])=[CH:9][C:10]([CH3:42])=[C:11]([CH:13]([S:18][CH:19]([C:24]3[CH:29]=[C:28]([N:30]4[C:34]([NH2:35])=[N:33][C:32]([C:36]([F:39])([F:38])[F:37])=[N:31]4)[C:27]([F:40])=[CH:26][C:25]=3[CH3:41])[C:20]([F:23])([F:22])[F:21])[C:14]([F:17])([F:16])[F:15])[CH:12]=2)[N:5]=[C:4]([C:44]([F:47])([F:46])[F:45])[N:3]=1.ClC1C=CC=C(C(OO)=[O:56])C=1, predict the reaction product. The product is: [NH2:1][C:2]1[N:6]([C:7]2[C:8]([F:43])=[CH:9][C:10]([CH3:42])=[C:11]([CH:13]([S:18]([CH:19]([C:24]3[CH:29]=[C:28]([N:30]4[C:34]([NH2:35])=[N:33][C:32]([C:36]([F:39])([F:37])[F:38])=[N:31]4)[C:27]([F:40])=[CH:26][C:25]=3[CH3:41])[C:20]([F:21])([F:22])[F:23])=[O:56])[C:14]([F:17])([F:16])[F:15])[CH:12]=2)[N:5]=[C:4]([C:44]([F:47])([F:46])[F:45])[N:3]=1. (3) Given the reactants C(O[C:6](=O)[N:7](C)[CH:8]([C:10](=[O:39])[NH:11][CH:12]1[CH:20]2[C:21](=[O:38])[CH2:22][CH:23]([C:25](=[O:37])[NH:26][CH:27]3[C:36]4[C:31](=[CH:32][CH:33]=[CH:34][CH:35]=4)[CH2:30][CH2:29][CH2:28]3)[CH2:24][N:18]3[C:19]2=[C:15]([CH:16]=[CH:17]3)[CH2:14][CH2:13]1)[CH3:9])(C)(C)C.Cl.O1CCOCC1, predict the reaction product. The product is: [CH:27]1([NH:26][C:25]([CH:23]2[CH2:24][N:18]3[C:19]4[CH:20]([CH:12]([NH:11][C:10](=[O:39])[CH:8]([NH:7][CH3:6])[CH3:9])[CH2:13][CH2:14][C:15]=4[CH:16]=[CH:17]3)[C:21](=[O:38])[CH2:22]2)=[O:37])[C:36]2[C:31](=[CH:32][CH:33]=[CH:34][CH:35]=2)[CH2:30][CH2:29][CH2:28]1. (4) Given the reactants [Br:1][C:2]1[CH:3]=[CH:4][C:5]([OH:10])=[C:6]([CH:9]=1)[CH:7]=[O:8].Cl[CH2:12][CH2:13][N:14]1[CH2:18][CH2:17][CH2:16][CH2:15]1.C(=O)([O-])[O-].[K+].[K+], predict the reaction product. The product is: [Br:1][C:2]1[CH:3]=[CH:4][C:5]([O:10][CH2:12][CH2:13][N:14]2[CH2:18][CH2:17][CH2:16][CH2:15]2)=[C:6]([CH:9]=1)[CH:7]=[O:8]. (5) The product is: [Br:5][C:6]1[CH:7]=[C:8]([CH:21]=[CH:22][CH:23]=1)[CH2:9][O:10][C:11]1[CH:12]=[CH:13][C:14]([C@@H:17]2[CH2:19][C@H:18]2[NH:20][CH:25]2[CH2:26][CH2:27][CH:28]([NH:31][C:32](=[O:38])[O:33][C:34]([CH3:36])([CH3:35])[CH3:37])[CH2:29][CH2:30]2)=[CH:15][CH:16]=1. Given the reactants C(O)(=O)C.[Br:5][C:6]1[CH:7]=[C:8]([CH:21]=[CH:22][CH:23]=1)[CH2:9][O:10][C:11]1[CH:16]=[CH:15][C:14]([C@@H:17]2[CH2:19][C@H:18]2[NH2:20])=[CH:13][CH:12]=1.O=[C:25]1[CH2:30][CH2:29][CH:28]([NH:31][C:32](=[O:38])[O:33][C:34]([CH3:37])([CH3:36])[CH3:35])[CH2:27][CH2:26]1.C(O[BH-](OC(=O)C)OC(=O)C)(=O)C.[Na+], predict the reaction product.